From a dataset of hERG Central: cardiac toxicity at 1µM, 10µM, and general inhibition. Predict hERG channel inhibition at various concentrations. (1) The drug is Cc1ccn2c(Nc3ccc4c(c3)OCO4)c(-c3ccccn3)nc2c1. Results: hERG_inhib (hERG inhibition (general)): blocker. (2) The compound is COc1cccc(N2CCN(c3ccc4nnc(CCC(=O)N5CCC(C)CC5)n4n3)CC2)c1. Results: hERG_inhib (hERG inhibition (general)): blocker. (3) The drug is Cc1nc2ccccc2n1CCOc1ccc([N+](=O)[O-])cc1. Results: hERG_inhib (hERG inhibition (general)): blocker. (4) The drug is COc1ccc2[nH]c3c(c2c1)CCN1C(=O)N([C@@H](C)C(=O)NCc2ccco2)C(=O)[C@]31C. Results: hERG_inhib (hERG inhibition (general)): blocker.